Dataset: Forward reaction prediction with 1.9M reactions from USPTO patents (1976-2016). Task: Predict the product of the given reaction. Given the reactants [CH3:1][C:2]1[C:3]([C:8](=[O:10])[CH3:9])=[N:4][CH:5]=[CH:6][N:7]=1.[BrH:11].BrBr, predict the reaction product. The product is: [BrH:11].[BrH:11].[Br:11][CH2:9][C:8]([C:3]1[C:2]([CH3:1])=[N:7][CH:6]=[CH:5][N:4]=1)=[O:10].